From a dataset of Forward reaction prediction with 1.9M reactions from USPTO patents (1976-2016). Predict the product of the given reaction. (1) Given the reactants Cl[C:2]1[N:7]=[C:6]([N:8]2[CH2:13][CH2:12][O:11][CH2:10][CH2:9]2)[N:5]=[C:4]([N:14]2[CH2:19][CH2:18][O:17][CH2:16][CH2:15]2)[CH:3]=1.C([O-])([O-])=O.[K+].[K+].O.C([NH:30][C:31]1[N:36]=[CH:35][C:34](B(O)O)=[C:33]([C:40]([F:43])([F:42])[F:41])[CH:32]=1)(=O)C, predict the reaction product. The product is: [N:8]1([C:6]2[N:7]=[C:2]([C:34]3[C:33]([C:40]([F:43])([F:42])[F:41])=[CH:32][C:31]([NH2:30])=[N:36][CH:35]=3)[CH:3]=[C:4]([N:14]3[CH2:19][CH2:18][O:17][CH2:16][CH2:15]3)[N:5]=2)[CH2:13][CH2:12][O:11][CH2:10][CH2:9]1. (2) Given the reactants [C:1]([O:4][CH2:5][C:6](=[O:35])[C@:7]1([OH:34])[C@:24]2([CH3:25])[C@H:10]([C@H:11]3[C@:21]([F:31])([C@@H:22]([O:26][Si:27]([CH3:30])([CH3:29])[CH3:28])[CH2:23]2)[C@:19]2([CH3:20])[C:14](=[CH:15][C:16](=[O:32])[CH:17]=[CH:18]2)[CH2:13][CH2:12]3)[CH2:9][C@@H:8]1[CH3:33])(=[O:3])[CH3:2].C(N=C=O)C.COC(C)(C)C.CCCCCC.C(Cl)(Cl)Cl, predict the reaction product. The product is: [C:1]([O:4][CH2:5][C:6](=[O:35])[C@:7]1([O:34][Si:27]([CH3:30])([CH3:29])[CH3:28])[C@:24]2([CH3:25])[C@H:10]([C@H:11]3[C@:21]([F:31])([C@@H:22]([O:26][Si:27]([CH3:28])([CH3:30])[CH3:29])[CH2:23]2)[C@:19]2([CH3:20])[C:14](=[CH:15][C:16](=[O:32])[CH:17]=[CH:18]2)[CH2:13][CH2:12]3)[CH2:9][C@@H:8]1[CH3:33])(=[O:3])[CH3:2].